Dataset: Forward reaction prediction with 1.9M reactions from USPTO patents (1976-2016). Task: Predict the product of the given reaction. (1) Given the reactants [Cl:1][C:2]1[C:7]([C:8]#[N:9])=[C:6]([NH:10][C:11]2[C:16]([F:17])=[CH:15][CH:14]=[CH:13][C:12]=2[F:18])[N:5]=[C:4]([S:19][CH3:20])[N:3]=1.B.Cl.[OH-].[Na+], predict the reaction product. The product is: [NH2:9][CH2:8][C:7]1[C:6]([NH:10][C:11]2[C:12]([F:18])=[CH:13][CH:14]=[CH:15][C:16]=2[F:17])=[N:5][C:4]([S:19][CH3:20])=[N:3][C:2]=1[Cl:1]. (2) The product is: [N+:23]([C:20]1[CH:19]=[CH:18][C:17]([O:16][C:14]2[CH:13]=[CH:12][N:11]=[C:10]([NH:9][C:8]([N:36]3[CH2:37][CH2:38][CH:33]([N:27]4[CH2:32][CH2:31][CH2:30][CH2:29][CH2:28]4)[CH2:34][CH2:35]3)=[O:26])[CH:15]=2)=[CH:22][CH:21]=1)([O-:25])=[O:24]. Given the reactants C1(O[C:8](=[O:26])[NH:9][C:10]2[CH:15]=[C:14]([O:16][C:17]3[CH:22]=[CH:21][C:20]([N+:23]([O-:25])=[O:24])=[CH:19][CH:18]=3)[CH:13]=[CH:12][N:11]=2)C=CC=CC=1.[N:27]1([CH:33]2[CH2:38][CH2:37][NH:36][CH2:35][CH2:34]2)[CH2:32][CH2:31][CH2:30][CH2:29][CH2:28]1, predict the reaction product. (3) Given the reactants COC1C=CC(C[N:8]2[CH:12]=[C:11]([C:13]3[N:17]=[C:16]([NH:18][C:19]4[CH:24]=[CH:23][CH:22]=[CH:21][N:20]=4)[S:15][N:14]=3)[C:10]([CH2:25][CH2:26][CH3:27])=[N:9]2)=CC=1.COC1C=CC(CN2C(CCC)=C(C3N=C(NC4C=CC=CN=4)SN=3)C=N2)=CC=1, predict the reaction product. The product is: [CH2:25]([C:10]1[C:11]([C:13]2[N:17]=[C:16]([NH:18][C:19]3[CH:24]=[CH:23][CH:22]=[CH:21][N:20]=3)[S:15][N:14]=2)=[CH:12][NH:8][N:9]=1)[CH2:26][CH3:27].